The task is: Regression. Given two drug SMILES strings and cell line genomic features, predict the synergy score measuring deviation from expected non-interaction effect.. This data is from NCI-60 drug combinations with 297,098 pairs across 59 cell lines. (1) Cell line: NCI-H226. Synergy scores: CSS=11.0, Synergy_ZIP=0.286, Synergy_Bliss=6.10, Synergy_Loewe=2.49, Synergy_HSA=5.33. Drug 1: CC12CCC(CC1=CCC3C2CCC4(C3CC=C4C5=CN=CC=C5)C)O. Drug 2: C1CCC(C(C1)N)N.C(=O)(C(=O)[O-])[O-].[Pt+4]. (2) Drug 1: CC1=C2C(C(=O)C3(C(CC4C(C3C(C(C2(C)C)(CC1OC(=O)C(C(C5=CC=CC=C5)NC(=O)OC(C)(C)C)O)O)OC(=O)C6=CC=CC=C6)(CO4)OC(=O)C)OC)C)OC. Drug 2: C1=NC2=C(N1)C(=S)N=C(N2)N. Cell line: M14. Synergy scores: CSS=69.3, Synergy_ZIP=3.08, Synergy_Bliss=2.07, Synergy_Loewe=3.05, Synergy_HSA=6.80. (3) Drug 1: C1CC(=O)NC(=O)C1N2C(=O)C3=CC=CC=C3C2=O. Drug 2: C1CCC(C(C1)N)N.C(=O)(C(=O)[O-])[O-].[Pt+4]. Cell line: SR. Synergy scores: CSS=43.3, Synergy_ZIP=-8.20, Synergy_Bliss=-15.0, Synergy_Loewe=-19.9, Synergy_HSA=-14.4. (4) Drug 1: CN(CCCl)CCCl.Cl. Drug 2: C1CN(CCN1C(=O)CCBr)C(=O)CCBr. Cell line: SNB-19. Synergy scores: CSS=20.9, Synergy_ZIP=-4.24, Synergy_Bliss=4.65, Synergy_Loewe=3.61, Synergy_HSA=4.32. (5) Drug 1: CS(=O)(=O)C1=CC(=C(C=C1)C(=O)NC2=CC(=C(C=C2)Cl)C3=CC=CC=N3)Cl. Drug 2: CC1=CC=C(C=C1)C2=CC(=NN2C3=CC=C(C=C3)S(=O)(=O)N)C(F)(F)F. Cell line: TK-10. Synergy scores: CSS=6.81, Synergy_ZIP=0.0271, Synergy_Bliss=5.61, Synergy_Loewe=3.09, Synergy_HSA=4.11. (6) Drug 1: CC1C(C(CC(O1)OC2CC(CC3=C2C(=C4C(=C3O)C(=O)C5=C(C4=O)C(=CC=C5)OC)O)(C(=O)CO)O)N)O.Cl. Drug 2: CN(C)C1=NC(=NC(=N1)N(C)C)N(C)C. Cell line: SF-539. Synergy scores: CSS=5.18, Synergy_ZIP=-2.43, Synergy_Bliss=2.37, Synergy_Loewe=4.54, Synergy_HSA=4.56. (7) Drug 1: CC1C(C(CC(O1)OC2CC(CC3=C2C(=C4C(=C3O)C(=O)C5=C(C4=O)C(=CC=C5)OC)O)(C(=O)CO)O)N)O.Cl. Drug 2: N.N.Cl[Pt+2]Cl. Cell line: SN12C. Synergy scores: CSS=32.6, Synergy_ZIP=-6.74, Synergy_Bliss=-0.209, Synergy_Loewe=-0.952, Synergy_HSA=2.37.